Predict which catalyst facilitates the given reaction. From a dataset of Catalyst prediction with 721,799 reactions and 888 catalyst types from USPTO. (1) Reactant: C(O)(=O)C=C.[C:6]1([C:12](=[N:21][OH:22])[C:13]([C:15]2[CH:20]=[CH:19][CH:18]=[CH:17][CH:16]=2)=[O:14])[CH:11]=[CH:10][CH:9]=[CH:8][CH:7]=1. Product: [C:6]1([C:12](=[N:21][OH:22])[C:13]([C:15]2[CH:16]=[CH:17][CH:18]=[CH:19][CH:20]=2)=[O:14])[CH:7]=[CH:8][CH:9]=[CH:10][CH:11]=1. The catalyst class is: 22. (2) Reactant: C([O:4][C@H:5]([CH3:26])[CH2:6][CH2:7][CH2:8][CH2:9][N:10]1[C:15](=[O:16])[C:14]2[C:17]([NH:22][CH3:23])=[CH:18][C:19]([CH3:21])=[N:20][C:13]=2[N:12]([CH3:24])[C:11]1=[O:25])(=O)C.[OH-].[K+]. Product: [CH3:24][N:12]1[C:13]2[N:20]=[C:19]([CH3:21])[CH:18]=[C:17]([NH:22][CH3:23])[C:14]=2[C:15](=[O:16])[N:10]([CH2:9][CH2:8][CH2:7][CH2:6][C@H:5]([OH:4])[CH3:26])[C:11]1=[O:25]. The catalyst class is: 72. (3) Reactant: [NH2:1][C:2]1[CH:7]=[CH:6][C:5]([N:8]([CH2:16][CH2:17][N:18]2[CH:22]=[CH:21][CH:20]=[N:19]2)[C:9](=[O:15])[O:10][C:11]([CH3:14])([CH3:13])[CH3:12])=[CH:4][CH:3]=1.[CH3:23][N:24]([CH3:35])[C:25]1[CH:33]=[C:32]([CH3:34])[CH:31]=[CH:30][C:26]=1[C:27](O)=[O:28].ON1C2C=CC=CC=2N=N1.Cl.CN(C)CCCN=C=NCC. Product: [CH3:23][N:24]([CH3:35])[C:25]1[CH:33]=[C:32]([CH3:34])[CH:31]=[CH:30][C:26]=1[C:27]([NH:1][C:2]1[CH:7]=[CH:6][C:5]([N:8]([CH2:16][CH2:17][N:18]2[CH:22]=[CH:21][CH:20]=[N:19]2)[C:9](=[O:15])[O:10][C:11]([CH3:14])([CH3:12])[CH3:13])=[CH:4][CH:3]=1)=[O:28]. The catalyst class is: 9.